Dataset: Reaction yield outcomes from USPTO patents with 853,638 reactions. Task: Predict the reaction yield, written as a fraction of the theoretical maximum amount of product (1.0 means a 100% yield; for example, 0.34 means a 34% yield). (1) The reactants are [C:1]([N:8]([C:18]([O:20][C:21]([CH3:24])([CH3:23])[CH3:22])=[O:19])[C:9]1[N:17]=CN=C2C=1NC=N2)([O:3][C:4]([CH3:7])([CH3:6])[CH3:5])=[O:2].[CH:25]1[CH:26]=[CH:27][C:28]([CH2:31][C@H:32]([NH2:47])[C:33]([NH:35][C@H:36]([C:44]([NH2:46])=[O:45])[CH2:37][C:38]2[CH:39]=[CH:40][CH:41]=[CH:42][CH:43]=2)=[O:34])=[CH:29][CH:30]=1.C(C(C(OC(C)(C)C)=O)([NH:59]C1NC(=O)C2NC=NC=2N=1)C(O)=O)(OC(C)(C)C)=O. No catalyst specified. The product is [C:18]([N:8]([C:1]([O:3][C:4]([CH3:7])([CH3:6])[CH3:5])=[O:2])[C:9]1[NH:46][C:44](=[O:45])[C:36]2[NH:35][CH:33]=[N:59][C:37]=2[N:17]=1)([O:20][C:21]([CH3:24])([CH3:23])[CH3:22])=[O:19].[CH:25]1[CH:26]=[CH:27][C:28]([CH2:31][C@H:32]([NH2:47])[C:33]([NH:35][C@H:36]([C:44]([NH2:46])=[O:45])[CH2:37][C:38]2[CH:43]=[CH:42][CH:41]=[CH:40][CH:39]=2)=[O:34])=[CH:29][CH:30]=1. The yield is 0.750. (2) The reactants are [C:1]([O:4][CH2:5][C:6]1[CH:11]=[C:10]([O:12]CC2C=CC=CC=2)[C:9]([S:20][C:21]([CH3:24])([CH3:23])[CH3:22])=[CH:8][N:7]=1)(=[O:3])[CH3:2]. The catalyst is O1CCOCC1.O.[Pd]. The product is [C:1]([O:4][CH2:5][C:6]1[NH:7][CH:8]=[C:9]([S:20][C:21]([CH3:24])([CH3:23])[CH3:22])[C:10](=[O:12])[CH:11]=1)(=[O:3])[CH3:2]. The yield is 0.950. (3) The product is [I:1][C:2]1[CH:10]=[CH:9][C:5]([C:6]([O:8][CH3:14])=[O:7])=[C:4]([N+:11]([O-:13])=[O:12])[CH:3]=1. The yield is 0.960. The catalyst is CN(C=O)C. The reactants are [I:1][C:2]1[CH:10]=[CH:9][C:5]([C:6]([OH:8])=[O:7])=[C:4]([N+:11]([O-:13])=[O:12])[CH:3]=1.[CH2:14]1CCN2C(=NCCC2)CC1.IC.O. (4) The reactants are Cl.[NH2:2][C:3]1([CH3:11])[CH2:9][CH2:8][C:7](=[O:10])[NH:6][C:4]1=[O:5].[N+:12]([C:15]1[CH:25]=[CH:24][CH:23]=[C:17]2[C:18]([O:20][C:21](=O)[C:16]=12)=[O:19])([O-:14])=[O:13].C([O-])(=O)C.[Na+]. The catalyst is C(O)(=O)C. The product is [N+:12]([C:15]1[CH:25]=[CH:24][CH:23]=[C:17]2[C:18]([N:2]([C:3]3([CH3:11])[CH2:9][CH2:8][C:7](=[O:10])[NH:6][C:4]3=[O:5])[C:21](=[O:20])[C:16]=12)=[O:19])([O-:14])=[O:13]. The yield is 0.680. (5) The reactants are [Cl:1][C:2]1[CH:9]=[C:8]([N:10]2[C@@H:14]([CH3:15])[C@H:13]([O:16][Si](C(C)(C)C)(C)C)[C:12]([CH3:25])([CH3:24])[C:11]2=[O:26])[CH:7]=[CH:6][C:3]=1[C:4]#[N:5].[F-].C([N+](CCCC)(CCCC)CCCC)CCC.C1COCC1.O. The catalyst is C1COCC1. The product is [Cl:1][C:2]1[CH:9]=[C:8]([N:10]2[C@@H:14]([CH3:15])[C@H:13]([OH:16])[C:12]([CH3:25])([CH3:24])[C:11]2=[O:26])[CH:7]=[CH:6][C:3]=1[C:4]#[N:5]. The yield is 0.550. (6) The reactants are [NH2:1][C:2]1[CH:3]=[CH:4][C:5]2[S:9][C:8]([S:10]([NH:13][C:14]3[CH:15]=[C:16]([CH:21]=[CH:22][CH:23]=3)[C:17]([O:19]C)=[O:18])(=[O:12])=[O:11])=[C:7]([CH3:24])[C:6]=2[CH:25]=1.[C:26](OC(=O)C)(=[O:28])[CH3:27].N1C=CC=CC=1.[Li+].[OH-]. The catalyst is C(Cl)Cl. The product is [C:26]([NH:1][C:2]1[CH:3]=[CH:4][C:5]2[S:9][C:8]([S:10]([NH:13][C:14]3[CH:15]=[C:16]([CH:21]=[CH:22][CH:23]=3)[C:17]([OH:19])=[O:18])(=[O:12])=[O:11])=[C:7]([CH3:24])[C:6]=2[CH:25]=1)(=[O:28])[CH3:27]. The yield is 0.560. (7) The reactants are [NH2:1][C:2]1[CH:3]=[C:4]2[C:13](=[CH:14][C:15]=1[O:16][CH2:17][C:18]1[CH:23]=[CH:22][CH:21]=[CH:20][CH:19]=1)[O:12][CH2:11][C:10]1[N:5]2[CH:6]([CH3:33])[C:7](=[O:32])[N:8](COCC[Si](C)(C)C)[N:9]=1.O=[C:35]1[CH2:38][N:37]([C:39]([O:41][C:42]([CH3:45])([CH3:44])[CH3:43])=[O:40])[CH2:36]1.C([BH3-])#N.[Na+]. The catalyst is CO.CC(O)=O. The product is [C:42]([O:41][C:39]([N:37]1[CH2:38][CH:35]([NH:1][C:2]2[CH:3]=[C:4]3[C:13](=[CH:14][C:15]=2[O:16][CH2:17][C:18]2[CH:23]=[CH:22][CH:21]=[CH:20][CH:19]=2)[O:12][CH2:11][C:10]2[N:5]3[CH:6]([CH3:33])[C:7](=[O:32])[NH:8][N:9]=2)[CH2:36]1)=[O:40])([CH3:45])([CH3:43])[CH3:44]. The yield is 0.320.